This data is from Full USPTO retrosynthesis dataset with 1.9M reactions from patents (1976-2016). The task is: Predict the reactants needed to synthesize the given product. The reactants are: [F:1][C:2]1[CH:18]=[C:17]([F:19])[CH:16]=[CH:15][C:3]=1[CH2:4][O:5][CH2:6][C:7]1[O:11][N:10]=[C:9]([C:12]([OH:14])=O)[CH:8]=1.Cl.[O:21]1[CH2:25][CH2:24][CH:23]([CH2:26][NH2:27])[CH2:22]1.C(N(CC)CC)C.ON1C2C=CC=CC=2N=N1.Cl.C(N=C=NCCCN(C)C)C. Given the product [O:21]1[CH2:25][CH2:24][CH:23]([CH2:26][NH:27][C:12]([C:9]2[CH:8]=[C:7]([CH2:6][O:5][CH2:4][C:3]3[CH:15]=[CH:16][C:17]([F:19])=[CH:18][C:2]=3[F:1])[O:11][N:10]=2)=[O:14])[CH2:22]1, predict the reactants needed to synthesize it.